This data is from Merck oncology drug combination screen with 23,052 pairs across 39 cell lines. The task is: Regression. Given two drug SMILES strings and cell line genomic features, predict the synergy score measuring deviation from expected non-interaction effect. Drug 1: CN1C(=O)C=CC2(C)C3CCC4(C)C(NC(=O)OCC(F)(F)F)CCC4C3CCC12. Drug 2: O=C(O)C1(Cc2cccc(Nc3nccs3)n2)CCC(Oc2cccc(Cl)c2F)CC1. Cell line: SKMEL30. Synergy scores: synergy=24.4.